From a dataset of Forward reaction prediction with 1.9M reactions from USPTO patents (1976-2016). Predict the product of the given reaction. (1) Given the reactants [OH:1][CH2:2][CH2:3][C@@H:4]1[CH2:6][C@@H:5]1[CH:7]1[CH2:12][CH2:11][N:10]([C:13]#[N:14])[CH2:9][CH2:8]1.[OH:15][NH:16][C:17](=N)[CH:18]([CH3:20])[CH3:19].CC1C=CC(S(O)(=O)=O)=CC=1, predict the reaction product. The product is: [CH:18]([C:17]1[N:14]=[C:13]([N:10]2[CH2:9][CH2:8][CH:7]([C@H:5]3[CH2:6][C@H:4]3[CH2:3][CH2:2][OH:1])[CH2:12][CH2:11]2)[O:15][N:16]=1)([CH3:20])[CH3:19]. (2) Given the reactants [C:1]([NH2:20])([C:14]1[CH:19]=[CH:18][CH:17]=[CH:16][CH:15]=1)([C:8]1[CH:13]=[CH:12][CH:11]=[CH:10][CH:9]=1)[C:2]1[CH:7]=[CH:6][CH:5]=[CH:4][CH:3]=1.[C:21]([N:29]=[C:30]=[S:31])(=[O:28])[C:22]1[CH:27]=[CH:26][CH:25]=[CH:24][CH:23]=1, predict the reaction product. The product is: [C:1]([NH:20][C:30]([NH:29][C:21](=[O:28])[C:22]1[CH:23]=[CH:24][CH:25]=[CH:26][CH:27]=1)=[S:31])([C:8]1[CH:13]=[CH:12][CH:11]=[CH:10][CH:9]=1)([C:14]1[CH:15]=[CH:16][CH:17]=[CH:18][CH:19]=1)[C:2]1[CH:3]=[CH:4][CH:5]=[CH:6][CH:7]=1. (3) Given the reactants [Br:1][C:2]1[C:3]([F:9])=[C:4]([NH2:8])[CH:5]=[CH:6][CH:7]=1.[O:10]=[C:11]([CH3:17])[CH2:12][C:13](OC)=[O:14], predict the reaction product. The product is: [Br:1][C:2]1[C:3]([F:9])=[C:4]([NH:8][C:13](=[O:14])[CH2:12][C:11](=[O:10])[CH3:17])[CH:5]=[CH:6][CH:7]=1. (4) The product is: [Cl:34][CH2:33][CH2:32][CH2:31][O:14][C:13]1[CH:12]=[C:11]2[C:7]([CH:8]=[N:9][N:10]2[CH2:15][CH:16]([CH3:18])[CH3:17])=[CH:6][C:5]=1[O:4][C:3]1[CH:19]=[CH:20][C:21]([F:23])=[CH:22][C:2]=1[F:1]. Given the reactants [F:1][C:2]1[CH:22]=[C:21]([F:23])[CH:20]=[CH:19][C:3]=1[O:4][C:5]1[CH:6]=[C:7]2[C:11](=[CH:12][C:13]=1[OH:14])[N:10]([CH2:15][CH:16]([CH3:18])[CH3:17])[N:9]=[CH:8]2.C([O-])([O-])=O.[Cs+].[Cs+].Br[CH2:31][CH2:32][CH2:33][Cl:34], predict the reaction product. (5) Given the reactants [OH:1][C@@:2]1([CH2:48][O:49][CH3:50])[CH2:7][CH2:6][CH2:5][CH2:4][C@H:3]1[N:8]1[C:12]([C:13]2[CH:18]=[CH:17][CH:16]=[CH:15][CH:14]=2)=[C:11]([C:19]([N:21]2[CH2:26][CH2:25][N:24](C(OCC3C=CC=CC=3)=O)[CH2:23][C@H:22]2[CH2:37][CH2:38][N:39]2[C:47]3[C:42](=[CH:43][CH:44]=[CH:45][CH:46]=3)[CH:41]=[N:40]2)=[O:20])[N:10]=[CH:9]1, predict the reaction product. The product is: [N:39]1([CH2:38][CH2:37][C@@H:22]2[CH2:23][NH:24][CH2:25][CH2:26][N:21]2[C:19]([C:11]2[N:10]=[CH:9][N:8]([C@@H:3]3[CH2:4][CH2:5][CH2:6][CH2:7][C@:2]3([CH2:48][O:49][CH3:50])[OH:1])[C:12]=2[C:13]2[CH:14]=[CH:15][CH:16]=[CH:17][CH:18]=2)=[O:20])[C:47]2[C:42](=[CH:43][CH:44]=[CH:45][CH:46]=2)[CH:41]=[N:40]1. (6) Given the reactants Br[C:2]1[CH:11]=[C:10]2[C:5]([CH2:6][CH2:7][N:8]([C:12]([O:14][C:15]([CH3:18])([CH3:17])[CH3:16])=[O:13])[CH2:9]2)=[CH:4][C:3]=1[CH3:19].[CH3:20][C:21]1([CH3:37])[C:25]([CH3:27])([CH3:26])[O:24][B:23]([B:23]2[O:24][C:25]([CH3:27])([CH3:26])[C:21]([CH3:37])([CH3:20])[O:22]2)[O:22]1, predict the reaction product. The product is: [CH3:19][C:3]1[CH:4]=[C:5]2[C:10](=[CH:11][C:2]=1[B:23]1[O:24][C:25]([CH3:27])([CH3:26])[C:21]([CH3:37])([CH3:20])[O:22]1)[CH2:9][N:8]([C:12]([O:14][C:15]([CH3:18])([CH3:17])[CH3:16])=[O:13])[CH2:7][CH2:6]2.